From a dataset of TCR-epitope binding with 47,182 pairs between 192 epitopes and 23,139 TCRs. Binary Classification. Given a T-cell receptor sequence (or CDR3 region) and an epitope sequence, predict whether binding occurs between them. (1) The epitope is KRWIILGLNK. The TCR CDR3 sequence is CASSPDVGGAFFYGYTF. Result: 1 (the TCR binds to the epitope). (2) The epitope is GTSGSPIINR. The TCR CDR3 sequence is CASSLTSGSTDTQYF. Result: 1 (the TCR binds to the epitope). (3) The epitope is AYAQKIFKI. The TCR CDR3 sequence is CASSLELAMGETQYF. Result: 0 (the TCR does not bind to the epitope). (4) The epitope is SFHSLHLLF. The TCR CDR3 sequence is CASSGDRVSYEQYF. Result: 0 (the TCR does not bind to the epitope). (5) The TCR CDR3 sequence is CASGGLGGPQPQHF. Result: 0 (the TCR does not bind to the epitope). The epitope is VLQAVGACV. (6) The epitope is ALLADKFPV. The TCR CDR3 sequence is CASSLQGGETQYF. Result: 0 (the TCR does not bind to the epitope). (7) The TCR CDR3 sequence is CASSLPGLASEQYF. Result: 1 (the TCR binds to the epitope). The epitope is KPLEFGATSAAL. (8) The epitope is TPGPGVRYPL. The TCR CDR3 sequence is CASAGDTEAFF. Result: 0 (the TCR does not bind to the epitope). (9) The epitope is GVAMPNLYK. The TCR CDR3 sequence is CASSSGQGNTGELFF. Result: 1 (the TCR binds to the epitope).